This data is from Full USPTO retrosynthesis dataset with 1.9M reactions from patents (1976-2016). The task is: Predict the reactants needed to synthesize the given product. (1) Given the product [C:8]1([C:5]2[CH:4]=[CH:3][C:2]([C:23]([CH3:28])=[CH2:24])=[CH:7][N:6]=2)[CH:13]=[CH:12][CH:11]=[CH:10][CH:9]=1, predict the reactants needed to synthesize it. The reactants are: Cl[C:2]1[CH:3]=[CH:4][C:5]([C:8]2[CH:13]=[CH:12][CH:11]=[CH:10][CH:9]=2)=[N:6][CH:7]=1.O.[O-]P([O-])([O-])=O.[K+].[K+].[K+].[C:23]1(C)[CH:28]=CC=C[CH:24]=1.CC1(C)C(C)(C)OB(C(C)=C)O1. (2) Given the product [CH2:1]([O:3][C:4]1[CH:9]=[CH:8][C:7]([C:13](=[O:19])[CH2:14][CH2:15][C:16]([OH:18])=[O:17])=[CH:6][C:5]=1[CH2:10][CH2:11][CH3:12])[CH3:2], predict the reactants needed to synthesize it. The reactants are: [CH2:1]([O:3][C:4]1[CH:9]=[CH:8][CH:7]=[CH:6][C:5]=1[CH2:10][CH2:11][CH3:12])[CH3:2].[C:13]1(=[O:19])[O:18][C:16](=[O:17])[CH2:15][CH2:14]1.[Cl-].[Al+3].[Cl-].[Cl-].Cl.